From a dataset of Catalyst prediction with 721,799 reactions and 888 catalyst types from USPTO. Predict which catalyst facilitates the given reaction. Reactant: [C:9](O[C:9]([O:11][C:12]([CH3:15])([CH3:14])[CH3:13])=[O:10])([O:11][C:12]([CH3:15])([CH3:14])[CH3:13])=[O:10].[NH2:16][CH2:17][CH2:18][NH:19][S:20]([C:23]1[CH:28]=[CH:27][C:26]([Br:29])=[CH:25][C:24]=1[O:30][C:31]([F:34])([F:33])[F:32])(=[O:22])=[O:21]. Product: [Br:29][C:26]1[CH:27]=[CH:28][C:23]([S:20]([N:19]([C:9]([O:11][C:12]([CH3:13])([CH3:14])[CH3:15])=[O:10])[CH2:18][CH2:17][NH:16][C:9](=[O:10])[O:11][C:12]([CH3:15])([CH3:14])[CH3:13])(=[O:21])=[O:22])=[C:24]([O:30][C:31]([F:33])([F:34])[F:32])[CH:25]=1. The catalyst class is: 367.